From a dataset of Catalyst prediction with 721,799 reactions and 888 catalyst types from USPTO. Predict which catalyst facilitates the given reaction. (1) Reactant: [Br:1][C:2]1[CH:8]=[CH:7][C:5]([NH2:6])=[CH:4][CH:3]=1.C(N(CC)CC)C.[F:16][C:17]([F:28])([F:27])[C:18]1[CH:19]=[C:20]([CH:24]=[CH:25][CH:26]=1)[C:21](Cl)=[O:22].O. Product: [Br:1][C:2]1[CH:8]=[CH:7][C:5]([NH:6][C:21](=[O:22])[C:20]2[CH:24]=[CH:25][CH:26]=[C:18]([C:17]([F:16])([F:27])[F:28])[CH:19]=2)=[CH:4][CH:3]=1. The catalyst class is: 4. (2) Reactant: [C:1]([N:4]1[CH2:9][CH2:8][CH2:7][CH:6]([O:10][C:11]2[C:12]([CH3:20])=[C:13]3[C:17](=[CH:18][CH:19]=2)[NH:16][N:15]=[CH:14]3)[CH2:5]1)(=O)[CH3:2].[H-].[Al+3].[Li+].[H-].[H-].[H-].O1CCCC1.[OH-].[Na+]. Product: [CH2:1]([N:4]1[CH2:9][CH2:8][CH2:7][CH:6]([O:10][C:11]2[C:12]([CH3:20])=[C:13]3[C:17](=[CH:18][CH:19]=2)[NH:16][N:15]=[CH:14]3)[CH2:5]1)[CH3:2]. The catalyst class is: 6. (3) Reactant: [NH:1]1[CH2:6][CH2:5][CH:4]([N:7]2[C:12](=[O:13])[CH2:11][O:10][C@H:9]3[CH2:14][CH2:15][CH2:16][CH2:17][C@H:8]23)[CH2:3][CH2:2]1.C(N(CC)CC)C.[CH2:25]([O:27][CH2:28][CH:29]1[CH2:34][CH2:33][C:32](=O)[CH2:31][CH2:30]1)[CH3:26].C(O[BH-](OC(=O)C)OC(=O)C)(=O)C.[Na+].C([O-])(O)=O.[Na+]. Product: [CH2:25]([O:27][CH2:28][CH:29]1[CH2:34][CH2:33][CH:32]([N:1]2[CH2:2][CH2:3][CH:4]([N:7]3[C:12](=[O:13])[CH2:11][O:10][C@H:9]4[CH2:14][CH2:15][CH2:16][CH2:17][C@H:8]34)[CH2:5][CH2:6]2)[CH2:31][CH2:30]1)[CH3:26]. The catalyst class is: 4. (4) The catalyst class is: 63. Reactant: [C:1]([O:5][C:6]([N:8]1[CH2:13][CH2:12][CH:11]([O:14][C:15]2[CH:20]=[CH:19][C:18]([N+:21]([O-])=O)=[CH:17][N:16]=2)[CH2:10][CH2:9]1)=[O:7])([CH3:4])([CH3:3])[CH3:2]. Product: [C:1]([O:5][C:6]([N:8]1[CH2:9][CH2:10][CH:11]([O:14][C:15]2[CH:20]=[CH:19][C:18]([NH2:21])=[CH:17][N:16]=2)[CH2:12][CH2:13]1)=[O:7])([CH3:4])([CH3:2])[CH3:3]. (5) Reactant: [F:1][C:2]1[CH:7]=[C:6]([F:8])[CH:5]=[CH:4][C:3]=1[C:9]([OH:30])([CH2:24][N:25]1[CH:29]=[N:28][N:27]=[N:26]1)[C:10]([C:13]1[N:18]=[CH:17][C:16](/[CH:19]=[CH:20]\[C:21](=[O:23])[CH3:22])=[CH:15][CH:14]=1)([F:12])[F:11].[BH4-].[Na+]. Product: [F:1][C:2]1[CH:7]=[C:6]([F:8])[CH:5]=[CH:4][C:3]=1[C:9]([OH:30])([CH2:24][N:25]1[CH:29]=[N:28][N:27]=[N:26]1)[C:10]([C:13]1[N:18]=[CH:17][C:16](/[CH:19]=[CH:20]/[CH:21]([OH:23])[CH3:22])=[CH:15][CH:14]=1)([F:12])[F:11]. The catalyst class is: 5. (6) Product: [NH2:13][C:2]1[C:9]([F:10])=[CH:8][CH:7]=[C:6]([F:11])[C:3]=1[C:4]#[N:5]. Reactant: F[C:2]1[C:9]([F:10])=[CH:8][CH:7]=[C:6]([F:11])[C:3]=1[C:4]#[N:5].[OH-].[NH4+:13]. The catalyst class is: 32. (7) Reactant: [OH:1][CH2:2][C@H:3]1[CH2:8][CH2:7][CH2:6][N:5]([C:9]([O:11][C:12]([CH3:15])([CH3:14])[CH3:13])=[O:10])[CH2:4]1.[S:16](Cl)([C:19]1[CH:25]=[CH:24][C:22]([CH3:23])=[CH:21][CH:20]=1)(=[O:18])=[O:17].CCN(CC)CC. Product: [S:16]([O:1][CH2:2][C@H:3]1[CH2:8][CH2:7][CH2:6][N:5]([C:9]([O:11][C:12]([CH3:15])([CH3:14])[CH3:13])=[O:10])[CH2:4]1)([C:19]1[CH:25]=[CH:24][C:22]([CH3:23])=[CH:21][CH:20]=1)(=[O:18])=[O:17]. The catalyst class is: 64.